The task is: Predict which catalyst facilitates the given reaction.. This data is from Catalyst prediction with 721,799 reactions and 888 catalyst types from USPTO. (1) Reactant: [F:1][C:2]1[CH:10]=[CH:9][C:5]([C:6]([OH:8])=O)=[CH:4][C:3]=1[N+:11]([O-:13])=[O:12].C(Cl)Cl.O=S(Cl)Cl.C(N(C(C)C)CC)(C)C.[F:30][C:31]([F:40])([F:39])[CH2:32][NH:33][CH2:34][C:35]([F:38])([F:37])[F:36]. Product: [F:1][C:2]1[CH:10]=[CH:9][C:5]([C:6]([N:33]([CH2:32][C:31]([F:30])([F:39])[F:40])[CH2:34][C:35]([F:38])([F:37])[F:36])=[O:8])=[CH:4][C:3]=1[N+:11]([O-:13])=[O:12]. The catalyst class is: 2. (2) Reactant: [F:1][C:2]1[C:39]([CH3:40])=[CH:38][CH:37]=[CH:36][C:3]=1[O:4][C:5]1[C:14]2[C:13](=[O:15])[N:12]([CH2:16][C:17]3[CH:22]=[CH:21][C:20]([O:23][CH3:24])=[CH:19][CH:18]=3)C(=O)[N:10]([C:26]3[CH:31]=[CH:30][C:29]([I:32])=[CH:28][C:27]=3[F:33])[C:9]=2[N:8]([CH3:34])[C:7](=[O:35])[CH:6]=1.[OH-].[Li+].C(OCC)(=O)C. Product: [F:1][C:2]1[C:39]([CH3:40])=[CH:38][CH:37]=[CH:36][C:3]=1[O:4][C:5]1[C:14]([C:13]([NH:12][CH2:16][C:17]2[CH:22]=[CH:21][C:20]([O:23][CH3:24])=[CH:19][CH:18]=2)=[O:15])=[C:9]([NH:10][C:26]2[CH:31]=[CH:30][C:29]([I:32])=[CH:28][C:27]=2[F:33])[N:8]([CH3:34])[C:7](=[O:35])[CH:6]=1. The catalyst class is: 30. (3) Reactant: [CH3:1][O:2][C:3]([CH:5]1[CH2:14][CH2:13][C:12]2[C:7](=[CH:8][CH:9]=[CH:10][CH:11]=2)[NH:6]1)=[O:4].[CH3:15][C:16]([C:19]1[CH:24]=[CH:23][C:22]([S:25](Cl)(=[O:27])=[O:26])=[CH:21][CH:20]=1)([CH3:18])[CH3:17].CN1CCOCC1. Product: [CH3:18][C:16]([C:19]1[CH:24]=[CH:23][C:22]([S:25]([N:6]2[C:7]3[C:12](=[CH:11][CH:10]=[CH:9][CH:8]=3)[CH2:13][CH2:14][CH:5]2[C:3]([O:2][CH3:1])=[O:4])(=[O:26])=[O:27])=[CH:21][CH:20]=1)([CH3:15])[CH3:17]. The catalyst class is: 10. (4) Reactant: F[C:2]1[CH:9]=[CH:8][C:7]([F:10])=[CH:6][C:3]=1[C:4]#[N:5].[CH3:11][S:12]([NH2:15])(=[O:14])=[O:13].C(=O)([O-])[O-].[K+].[K+].Cl. Product: [C:4]([C:3]1[CH:6]=[C:7]([F:10])[CH:8]=[CH:9][C:2]=1[NH:15][S:12]([CH3:11])(=[O:14])=[O:13])#[N:5]. The catalyst class is: 16. (5) Reactant: C(N(CC)CC)C.N[CH:9]([CH2:19][C:20]1C=CC=CC=1)[CH:10]([O:17]C)C(N(OC)C)=O.ClC1SC2N[C:32]([C:34]([OH:36])=O)=[CH:33][C:29]=2C=1.C1C=CC2N(O)N=NC=2C=1. Product: [CH2:9]1[CH2:10][O:17][CH2:20][CH2:19]1.[O:36]1[CH2:29][CH2:33][CH2:32][CH2:34]1. The catalyst class is: 39.